From a dataset of Full USPTO retrosynthesis dataset with 1.9M reactions from patents (1976-2016). Predict the reactants needed to synthesize the given product. (1) Given the product [CH3:1][S:2]([C:5]1[CH:6]=[C:7]2[C:11](=[CH:12][CH:13]=1)[NH:10][CH:9]=[CH:8]2)(=[O:4])=[O:3], predict the reactants needed to synthesize it. The reactants are: [CH3:1][S:2]([C:5]1[CH:6]=[C:7]2[C:11](=[CH:12][CH:13]=1)[NH:10][CH2:9][CH2:8]2)(=[O:4])=[O:3].ClC1C(=O)C(C#N)=C(C#N)C(=O)C=1Cl. (2) Given the product [CH3:12][O:13][C:14]1[CH:22]=[C:21]2[C:17]([CH:18]=[N:19][NH:20]2)=[CH:16][C:15]=1[NH:23][C:2]1[C:3]2[CH:10]=[C:9]([CH3:11])[NH:8][C:4]=2[N:5]=[CH:6][N:7]=1, predict the reactants needed to synthesize it. The reactants are: Cl[C:2]1[C:3]2[CH:10]=[C:9]([CH3:11])[NH:8][C:4]=2[N:5]=[CH:6][N:7]=1.[CH3:12][O:13][C:14]1[CH:22]=[C:21]2[C:17]([CH:18]=[N:19][NH:20]2)=[CH:16][C:15]=1[NH2:23]. (3) Given the product [CH3:21][O:22][C:23]1[CH:24]=[CH:25][C:26]([N:31]2[C:9](=[O:11])[C:7]3[C:6](=[CH:5][C:4]([C:16]([OH:18])=[O:17])=[C:3]([N:2]([CH3:1])[CH3:20])[CH:8]=3)[NH:13][C:14]2=[S:15])=[N:27][C:28]=1[O:29][CH3:30], predict the reactants needed to synthesize it. The reactants are: [CH3:1][N:2]([CH3:20])[C:3]1[CH:8]=[C:7]([C:9]([O:11]C)=O)[C:6]([N:13]=[C:14]=[S:15])=[CH:5][C:4]=1[C:16]([O:18]C)=[O:17].[CH3:21][O:22][C:23]1[CH:24]=[CH:25][C:26]([NH2:31])=[N:27][C:28]=1[O:29][CH3:30].[OH-].[Na+]. (4) Given the product [OH:16][C@H:14]1[CH2:15][N:8]([C:6]([O:5][C:1]([CH3:4])([CH3:2])[CH3:3])=[O:7])[C@H:9]([C:10]([O:12][CH2:22][C:23]2[CH:28]=[CH:27][CH:26]=[CH:25][CH:24]=2)=[O:11])[CH2:13]1, predict the reactants needed to synthesize it. The reactants are: [C:1]([O:5][C:6]([N:8]1[CH2:15][C@H:14]([OH:16])[CH2:13][C@H:9]1[C:10]([OH:12])=[O:11])=[O:7])([CH3:4])([CH3:3])[CH3:2].C([O-])(O)=O.[Na+].[CH2:22](Br)[C:23]1[CH:28]=[CH:27][CH:26]=[CH:25][CH:24]=1.O.